This data is from Catalyst prediction with 721,799 reactions and 888 catalyst types from USPTO. The task is: Predict which catalyst facilitates the given reaction. (1) Reactant: [F:1][C:2]([F:36])([F:35])[C:3]1[CH:4]=[C:5]([C:13]([N:15]2[C@H:20]([CH2:21][C:22]3[C:30]4[C:25](=[CH:26][CH:27]=[CH:28][CH:29]=4)[NH:24][CH:23]=3)[CH2:19][N:18]3[CH2:31][C@H:32](O)[CH2:33][C@H:17]3[CH2:16]2)=[O:14])[CH:6]=[C:7]([C:9]([F:12])([F:11])[F:10])[CH:8]=1.[CH:37]([N:40](C(C)C)[CH2:41][CH3:42])(C)[CH3:38].CS(Cl)(=O)=[O:48]. Product: [F:12][C:9]([F:11])([F:10])[C:7]1[CH:6]=[C:5]([C:13]([N:15]2[C@H:20]([CH2:21][C:22]3[C:30]4[C:25](=[CH:26][CH:27]=[CH:28][CH:29]=4)[NH:24][CH:23]=3)[CH2:19][N:18]3[CH2:31][C@@H:32]([N:40]4[CH2:41][CH2:42][O:48][CH2:38][CH2:37]4)[CH2:33][C@H:17]3[CH2:16]2)=[O:14])[CH:4]=[C:3]([C:2]([F:35])([F:1])[F:36])[CH:8]=1. The catalyst class is: 13. (2) The catalyst class is: 15. Product: [Cl:1][C:2]1[CH:7]=[CH:6][C:5]([C:8]2[NH:38][C:11]([C:13]3[CH:18]=[CH:17][C:16]([O:19][CH2:20][CH2:21][N:22]([CH3:24])[CH3:23])=[CH:15][CH:14]=3)=[CH:10][C:9]=2[C:25]2[CH:30]=[CH:29][N:28]=[CH:27][CH:26]=2)=[CH:4][C:3]=1[OH:32]. Reactant: [Cl:1][C:2]1[CH:7]=[CH:6][C:5]([C:8](=O)[CH:9]([C:25]2[CH:30]=[CH:29][N:28]=[CH:27][CH:26]=2)[CH2:10][C:11]([C:13]2[CH:18]=[CH:17][C:16]([O:19][CH2:20][CH2:21][N:22]([CH3:24])[CH3:23])=[CH:15][CH:14]=2)=O)=[CH:4][C:3]=1[O:32]C.C([O-])(=O)C.[NH4+:38]. (3) Reactant: FC(F)(F)C(O)=O.[Cl:8][C:9]1[CH:10]=[C:11]([C:19]2[O:23][N:22]=[C:21]([C:24]3[C:25]([CH3:47])=[C:26]4[C:31](=[CH:32][CH:33]=3)[CH:30]([CH2:34][CH2:35][CH2:36][C:37]([OH:39])=[O:38])[N:29](C(OC(C)(C)C)=O)[CH2:28][CH2:27]4)[N:20]=2)[CH:12]=[N:13][C:14]=1[O:15][CH:16]([CH3:18])[CH3:17]. Product: [Cl:8][C:9]1[CH:10]=[C:11]([C:19]2[O:23][N:22]=[C:21]([C:24]3[C:25]([CH3:47])=[C:26]4[C:31](=[CH:32][CH:33]=3)[CH:30]([CH2:34][CH2:35][CH2:36][C:37]([OH:39])=[O:38])[NH:29][CH2:28][CH2:27]4)[N:20]=2)[CH:12]=[N:13][C:14]=1[O:15][CH:16]([CH3:18])[CH3:17]. The catalyst class is: 4.